This data is from Forward reaction prediction with 1.9M reactions from USPTO patents (1976-2016). The task is: Predict the product of the given reaction. (1) The product is: [Br:28][CH2:15][C:1]1[CH:2]=[CH:3][C:4]([P:7](=[O:14])([O:8][CH2:9][CH3:10])[O:11][CH2:12][CH3:13])=[CH:5][CH:6]=1. Given the reactants [C:1]1([CH3:15])[CH:6]=[CH:5][C:4]([P:7](=[O:14])([O:11][CH2:12][CH3:13])[O:8][CH2:9][CH3:10])=[CH:3][CH:2]=1.N(C(C)(C)C#N)=NC(C)(C)C#N.[Br:28]N1C(=O)CCC1=O, predict the reaction product. (2) Given the reactants [CH3:1][N:2]([CH3:32])[CH2:3][CH2:4][CH2:5][NH:6][C:7]([C:9]1[CH:10]=[C:11]([C:15]2[CH:20]=[CH:19][C:18](CSCCOC3C=CC=CC=3)=[CH:17][CH:16]=2)[CH:12]=[CH:13][CH:14]=1)=[O:8].[O:33]([CH2:40][CH2:41][S:42][CH2:43]C1C=C(C2C=CC=C(C(O)=O)C=2)C=CC=1)[C:34]1[CH:39]=[CH:38][CH:37]=[CH:36][CH:35]=1.CN(C)CCCN, predict the reaction product. The product is: [CH3:32][N:2]([CH3:1])[CH2:3][CH2:4][CH2:5][NH:6][C:7]([C:9]1[CH:10]=[C:11]([C:15]2[CH:16]=[CH:17][CH:18]=[C:19]([CH2:43][S:42][CH2:41][CH2:40][O:33][C:34]3[CH:39]=[CH:38][CH:37]=[CH:36][CH:35]=3)[CH:20]=2)[CH:12]=[CH:13][CH:14]=1)=[O:8]. (3) Given the reactants [Cl:1][C:2]1[CH:7]=[CH:6][C:5]([C:8]2[C:9]([O:17][CH2:18][C:19]([F:22])([F:21])[F:20])=[N:10][CH:11]=[C:12]([CH:16]=2)[C:13](O)=[O:14])=[CH:4][CH:3]=1.Cl.[F:24][C:25]([F:34])([F:33])[C:26]1[O:30][N:29]=[C:28]([CH2:31][NH2:32])[N:27]=1, predict the reaction product. The product is: [Cl:1][C:2]1[CH:3]=[CH:4][C:5]([C:8]2[C:9]([O:17][CH2:18][C:19]([F:22])([F:21])[F:20])=[N:10][CH:11]=[C:12]([CH:16]=2)[C:13]([NH:32][CH2:31][C:28]2[N:27]=[C:26]([C:25]([F:34])([F:33])[F:24])[O:30][N:29]=2)=[O:14])=[CH:6][CH:7]=1. (4) Given the reactants [C:1]([C:3]1[CH:4]=[C:5]([C:14]#[C:15][Si](C)(C)C)[C:6]([NH:10]C(=O)C)=[N:7][C:8]=1[CH3:9])#[N:2].O1CCCC1.CCCC[N+](CCCC)(CCCC)CCCC.[F-], predict the reaction product. The product is: [CH3:9][C:8]1[N:7]=[C:6]2[NH:10][CH:15]=[CH:14][C:5]2=[CH:4][C:3]=1[C:1]#[N:2].